Dataset: Reaction yield outcomes from USPTO patents with 853,638 reactions. Task: Predict the reaction yield, written as a fraction of the theoretical maximum amount of product (1.0 means a 100% yield; for example, 0.34 means a 34% yield). (1) The reactants are [NH2:1][CH2:2][C:3]1([C:9]([O:11][C:12]([CH3:15])([CH3:14])[CH3:13])=[O:10])[CH2:8][CH2:7][O:6][CH2:5][CH2:4]1.C([O-])([O-])=O.[K+].[K+].[I-].C([N+]1(C)[CH2:30][CH2:29][C:28](=[O:31])[CH2:27][CH2:26]1)C. The catalyst is C(O)C.O. The product is [O:31]=[C:28]1[CH2:29][CH2:30][N:1]([CH2:2][C:3]2([C:9]([O:11][C:12]([CH3:15])([CH3:14])[CH3:13])=[O:10])[CH2:8][CH2:7][O:6][CH2:5][CH2:4]2)[CH2:26][CH2:27]1. The yield is 0.980. (2) The reactants are Br[C:2]1[N:6]2[N:7]=[C:8]([Cl:11])[CH:9]=[CH:10][C:5]2=[N:4][CH:3]=1.[F:12][C:13]([F:25])([F:24])[O:14][C:15]1[CH:16]=[C:17](B(O)O)[CH:18]=[CH:19][CH:20]=1.C([O-])([O-])=O.[K+].[K+]. The catalyst is O1CCOCC1.O.C1C=CC([P]([Pd]([P](C2C=CC=CC=2)(C2C=CC=CC=2)C2C=CC=CC=2)([P](C2C=CC=CC=2)(C2C=CC=CC=2)C2C=CC=CC=2)[P](C2C=CC=CC=2)(C2C=CC=CC=2)C2C=CC=CC=2)(C2C=CC=CC=2)C2C=CC=CC=2)=CC=1. The product is [Cl:11][C:8]1[CH:9]=[CH:10][C:5]2[N:6]([C:2]([C:17]3[CH:18]=[CH:19][CH:20]=[C:15]([O:14][C:13]([F:12])([F:24])[F:25])[CH:16]=3)=[CH:3][N:4]=2)[N:7]=1. The yield is 0.300. (3) The reactants are C[O:2][C:3]1[CH:4]=[C:5]2[C:9](=[CH:10][CH:11]=1)[C@H:8]([CH2:12][C:13]([O:15][CH2:16][CH3:17])=[O:14])[CH2:7][CH2:6]2.CCS. The catalyst is C(Cl)Cl. The product is [OH:2][C:3]1[CH:4]=[C:5]2[C:9](=[CH:10][CH:11]=1)[C@H:8]([CH2:12][C:13]([O:15][CH2:16][CH3:17])=[O:14])[CH2:7][CH2:6]2. The yield is 0.960.